Task: Predict the reactants needed to synthesize the given product.. Dataset: Full USPTO retrosynthesis dataset with 1.9M reactions from patents (1976-2016) (1) Given the product [CH3:16][O:17][C:18](=[O:26])[CH2:19][O:20][C:21]([CH3:24])([CH3:25])[C:22]#[C:23][C:2]1[CH:3]=[C:4]([C:9]2[CH:14]=[CH:13][C:12]([Cl:15])=[CH:11][CH:10]=2)[CH:5]=[CH:6][C:7]=1[CH3:8], predict the reactants needed to synthesize it. The reactants are: Br[C:2]1[CH:3]=[C:4]([C:9]2[CH:14]=[CH:13][C:12]([Cl:15])=[CH:11][CH:10]=2)[CH:5]=[CH:6][C:7]=1[CH3:8].[CH3:16][O:17][C:18](=[O:26])[CH2:19][O:20][C:21]([CH3:25])([CH3:24])[C:22]#[CH:23]. (2) Given the product [CH:24]1([N:19]2[C:20]3[C@@:15]([CH3:28])([C@H:14]4[CH2:13][CH2:12][C@@:11]5([CH3:29])[C@@H:10]([CH2:9][CH:8]=[C:7]5[C:37]5[CH:42]=[N:41][CH:40]=[CH:39][N:38]=5)[C@@H:23]4[CH2:22][CH:21]=3)[CH2:16][CH2:17][C:18]2=[O:27])[CH2:26][CH2:25]1, predict the reactants needed to synthesize it. The reactants are: FC(F)(F)S(O[C:7]1[C@@:11]2([CH3:29])[CH2:12][CH2:13][C@H:14]3[C@H:23]([C@@H:10]2[CH2:9][CH:8]=1)[CH2:22][CH:21]=[C:20]1[C@:15]3([CH3:28])[CH2:16][CH2:17][C:18](=[O:27])[N:19]1[CH:24]1[CH2:26][CH2:25]1)(=O)=O.C([Sn](CCCC)(CCCC)[C:37]1[CH:42]=[N:41][CH:40]=[CH:39][N:38]=1)CCC. (3) Given the product [F:21][C:22]1[CH:30]=[C:29]2[C:25]([C:26]([C:31]3[CH:32]=[N:33][N:34]([CH2:37][CH:38]4[CH2:43][CH2:42][NH:41][CH2:40][CH2:39]4)[C:35]=3[CH3:36])=[CH:27][NH:28]2)=[CH:24][CH:23]=1, predict the reactants needed to synthesize it. The reactants are: BrC1C2C(=CC(F)=CC=2)N(S(C2C=CC=CC=2)(=O)=O)C=1.[F:21][C:22]1[CH:30]=[C:29]2[C:25]([C:26]([C:31]3[CH:32]=[N:33][N:34]([CH2:37][CH:38]4[CH2:43][CH2:42][N:41](C(OC(C)(C)C)=O)[CH2:40][CH2:39]4)[C:35]=3[CH3:36])=[CH:27][NH:28]2)=[CH:24][CH:23]=1. (4) Given the product [CH2:42]([S:43][C@H:11]1[CH2:12][N:13]([C:24]([C:26]2([C:29]3[CH:34]=[CH:33][C:32]([Cl:35])=[CH:31][CH:30]=3)[CH2:27][CH2:28]2)=[O:25])[C@H:14]([C:16]([NH:17][C:18]2([C:21]#[N:22])[CH2:19][CH2:20]2)=[O:23])[CH2:15]1)[C:36]1[CH:41]=[CH:40][CH:39]=[CH:38][CH:37]=1, predict the reactants needed to synthesize it. The reactants are: C1(S(O[C@H:11]2[CH2:15][C@@H:14]([C:16](=[O:23])[NH:17][C:18]3([C:21]#[N:22])[CH2:20][CH2:19]3)[N:13]([C:24]([C:26]3([C:29]4[CH:34]=[CH:33][C:32]([Cl:35])=[CH:31][CH:30]=4)[CH2:28][CH2:27]3)=[O:25])[CH2:12]2)(=O)=O)C=CC=CC=1.[C:36]1([CH2:42][SH:43])[CH:41]=[CH:40][CH:39]=[CH:38][CH:37]=1. (5) Given the product [CH3:1][O:2][C:3](=[O:32])[CH:4]([C:9]1[CH:14]=[C:13]([C:15]2[CH:16]=[CH:17][C:18]([C:21]([F:23])([F:22])[F:24])=[CH:19][CH:20]=2)[N:12]=[C:11]([C:25]2[CH:30]=[CH:29][C:28]([F:31])=[CH:27][CH:26]=2)[CH:10]=1)[CH2:5][CH:6]([CH3:8])[CH3:7], predict the reactants needed to synthesize it. The reactants are: [CH3:1][O:2][C:3](=[O:32])[CH:4]([C:9]1[CH:14]=[C:13]([C:15]2[CH:20]=[CH:19][C:18]([C:21]([F:24])([F:23])[F:22])=[CH:17][CH:16]=2)[N:12]=[C:11]([C:25]2[CH:30]=[CH:29][C:28]([F:31])=[CH:27][CH:26]=2)[CH:10]=1)[CH2:5][C:6]([CH3:8])=[CH2:7]. (6) Given the product [F:32][C:11]1[CH:10]=[C:9]([O:8][C:6]2[CH:5]=[CH:4][N:3]=[C:2]([NH:1][C:38]([N:35]3[CH2:46][CH2:45][C@H:44]([OH:43])[CH2:49]3)=[O:51])[CH:7]=2)[C:14]([F:15])=[CH:13][C:12]=1[NH:16][C:17]([C:19]1([C:22]([NH:24][C:25]2[CH:26]=[CH:27][C:28]([F:31])=[CH:29][CH:30]=2)=[O:23])[CH2:21][CH2:20]1)=[O:18], predict the reactants needed to synthesize it. The reactants are: [NH2:1][C:2]1[CH:7]=[C:6]([O:8][C:9]2[C:14]([F:15])=[CH:13][C:12]([NH:16][C:17]([C:19]3([C:22]([NH:24][C:25]4[CH:30]=[CH:29][C:28]([F:31])=[CH:27][CH:26]=4)=[O:23])[CH2:21][CH2:20]3)=[O:18])=[C:11]([F:32])[CH:10]=2)[CH:5]=[CH:4][N:3]=1.C([N:35]([CH2:38]C)CC)C.ClC([O:43][C:44]1[CH:49]=CC=[CH:46][CH:45]=1)=O.C(=O)([O-])[OH:51].[Na+]. (7) Given the product [C:11]([OH:10])(=[O:22])[CH3:20].[Si:3]([O:10][C@@H:11]1[CH2:20][CH2:19][CH2:18][C@H:17]2[C@@H:12]1[NH:13][CH2:14][CH2:15][NH:16]2)([C:6]([CH3:9])([CH3:7])[CH3:8])([CH3:5])[CH3:4], predict the reactants needed to synthesize it. The reactants are: [H][H].[Si:3]([O:10][C@@H:11]1[CH2:20][CH2:19][CH2:18][C:17]2[N:16]=[CH:15][CH:14]=[N:13][C:12]1=2)([C:6]([CH3:9])([CH3:8])[CH3:7])([CH3:5])[CH3:4].C[OH:22]. (8) The reactants are: [CH3:1][C:2]1[N:3]([CH2:19][C:20]2[CH:25]=[CH:24][C:23]([C@H:26]([CH3:32])[CH2:27][C:28]([O:30][CH3:31])=[O:29])=[CH:22][CH:21]=2)[C:4](=[O:18])[C:5]([C:9]2[CH:14]=[CH:13][C:12]([N+:15]([O-])=O)=[CH:11][CH:10]=2)=[C:6]([CH3:8])[N:7]=1.O.O.[Sn](Cl)Cl.C(=O)([O-])O.[Na+]. Given the product [NH2:15][C:12]1[CH:11]=[CH:10][C:9]([C:5]2[C:4](=[O:18])[N:3]([CH2:19][C:20]3[CH:25]=[CH:24][C:23]([C@H:26]([CH3:32])[CH2:27][C:28]([O:30][CH3:31])=[O:29])=[CH:22][CH:21]=3)[C:2]([CH3:1])=[N:7][C:6]=2[CH3:8])=[CH:14][CH:13]=1, predict the reactants needed to synthesize it. (9) The reactants are: [CH:1]1([CH:4]([OH:16])[CH2:5][CH2:6][C:7]2[CH:12]=[CH:11][CH:10]=[CH:9][C:8]=2[N+:13]([O-:15])=[O:14])[CH2:3][CH2:2]1.C(N(CC)CC)C.[CH3:24][S:25](Cl)(=[O:27])=[O:26]. Given the product [CH3:24][S:25]([O:16][CH:4]([CH:1]1[CH2:3][CH2:2]1)[CH2:5][CH2:6][C:7]1[CH:12]=[CH:11][CH:10]=[CH:9][C:8]=1[N+:13]([O-:15])=[O:14])(=[O:27])=[O:26], predict the reactants needed to synthesize it.